Dataset: Catalyst prediction with 721,799 reactions and 888 catalyst types from USPTO. Task: Predict which catalyst facilitates the given reaction. (1) Reactant: [C:1]([Cl:4])(=[O:3])C.[CH2:5]([O:7][C:8](=[O:20])[C:9]1[CH:14]=[CH:13][C:12](S(C)=O)=[CH:11][C:10]=1OC)[CH3:6]. Product: [CH2:5]([O:7][C:8](=[O:20])[C:9]1[CH:14]=[CH:13][C:12]([O:3][CH2:1][Cl:4])=[CH:11][CH:10]=1)[CH3:6]. The catalyst class is: 2. (2) Reactant: [SH:1][C:2]1[S:3][C:4]2[CH:10]=[CH:9][C:8]([C:11]#[N:12])=[CH:7][C:5]=2[N:6]=1.[Cl:13][C:14]1[CH:19]=[C:18]([N+:20]([O-:22])=[O:21])[CH:17]=[C:16]([Cl:23])[C:15]=1Cl.[H-].[Na+]. Product: [Cl:13][C:14]1[CH:19]=[C:18]([N+:20]([O-:22])=[O:21])[CH:17]=[C:16]([Cl:23])[C:15]=1[S:1][C:2]1[S:3][C:4]2[CH:10]=[CH:9][C:8]([C:11]#[N:12])=[CH:7][C:5]=2[N:6]=1. The catalyst class is: 3. (3) Reactant: ClC(OCC)=O.[NH:7]([C:12]([O:14][C:15]([CH3:18])([CH3:17])[CH3:16])=[O:13])[CH2:8][C:9]([OH:11])=O.CCN(C(C)C)C(C)C.[NH2:28][CH2:29][C:30](=[C:32]1[CH2:37][CH2:36][CH2:35][N:34]([C:38]2[C:47]([O:48][CH3:49])=[C:46]3[C:41]([C:42](=[O:56])[C:43]([C:53]([OH:55])=[O:54])=[CH:44][N:45]3[CH:50]3[CH2:52][CH2:51]3)=[CH:40][C:39]=2[F:57])[CH2:33]1)[F:31]. Product: [C:15]([O:14][C:12]([NH:7][CH2:8][C:9]([NH:28][CH2:29][C:30](=[C:32]1[CH2:37][CH2:36][CH2:35][N:34]([C:38]2[C:47]([O:48][CH3:49])=[C:46]3[C:41]([C:42](=[O:56])[C:43]([C:53]([OH:55])=[O:54])=[CH:44][N:45]3[CH:50]3[CH2:52][CH2:51]3)=[CH:40][C:39]=2[F:57])[CH2:33]1)[F:31])=[O:11])=[O:13])([CH3:18])([CH3:17])[CH3:16]. The catalyst class is: 674. (4) Product: [C:1]([N:4]1[CH2:5][CH2:6][N:7]([C:10]2[C:11]([C:24]3[CH:25]=[CH:26][C:27]([F:30])=[CH:28][CH:29]=3)=[N:12][C:13]3[C:18]([N:19]=2)=[CH:17][C:16]([C:20]([OH:22])=[O:21])=[CH:15][CH:14]=3)[CH2:8][CH2:9]1)(=[O:3])[CH3:2]. The catalyst class is: 5. Reactant: [C:1]([N:4]1[CH2:9][CH2:8][N:7]([C:10]2[C:11]([C:24]3[CH:29]=[CH:28][C:27]([F:30])=[CH:26][CH:25]=3)=[N:12][C:13]3[C:18]([N:19]=2)=[CH:17][C:16]([C:20]([O:22]C)=[O:21])=[CH:15][CH:14]=3)[CH2:6][CH2:5]1)(=[O:3])[CH3:2].[OH-].[Na+]. (5) Reactant: C([O:3][C:4]([CH:6]1C(=O)CC(C(=O)C)(O)[CH:8]([C:17]([O:19]CC)=[O:18])[CH:7]1[C:22]1[CH:27]=[CH:26][C:25]([O:28][CH3:29])=[CH:24][CH:23]=1)=[O:5])C.[OH-].[Na+]. Product: [CH3:29][O:28][C:25]1[CH:24]=[CH:23][C:22]([CH:7]([CH2:8][C:17]([OH:19])=[O:18])[CH2:6][C:4]([OH:5])=[O:3])=[CH:27][CH:26]=1. The catalyst class is: 8.